Dataset: Forward reaction prediction with 1.9M reactions from USPTO patents (1976-2016). Task: Predict the product of the given reaction. The product is: [CH3:1][O:2][C:3]1[CH:4]=[C:5]([NH:6][C:17]2[N:21]=[C:20]([N:22]3[CH2:25][CH2:24][CH:23]3[C:26]3[CH:27]=[CH:28][CH:29]=[CH:30][CH:31]=3)[N:19]([CH3:32])[N:18]=2)[CH:7]=[CH:8][C:9]=1[N:10]1[CH:14]=[C:13]([CH3:15])[N:12]=[CH:11]1. Given the reactants [CH3:1][O:2][C:3]1[CH:4]=[C:5]([CH:7]=[CH:8][C:9]=1[N:10]1[CH:14]=[C:13]([CH3:15])[N:12]=[CH:11]1)[NH2:6].Br[C:17]1[N:21]=[C:20]([N:22]2[CH2:25][CH2:24][CH:23]2[C:26]2[CH:31]=[CH:30][CH:29]=[CH:28][CH:27]=2)[N:19]([CH3:32])[N:18]=1.CC1(C)C2C=CC=C(P(C3C=CC=CC=3)C3C=CC=CC=3)C=2OC2C1=CC=CC=2P(C1C=CC=CC=1)C1C=CC=CC=1.C(=O)([O-])[O-].[Cs+].[Cs+], predict the reaction product.